From a dataset of Forward reaction prediction with 1.9M reactions from USPTO patents (1976-2016). Predict the product of the given reaction. (1) The product is: [F:11][C:9]1[C:5]2[NH:6][CH:7]=[N:8][C:4]=2[CH:3]=[C:2]([C:12]#[N:13])[CH:10]=1. Given the reactants Br[C:2]1[CH:10]=[C:9]([F:11])[C:5]2[NH:6][CH:7]=[N:8][C:4]=2[CH:3]=1.[CH3:12][N:13](C=O)C, predict the reaction product. (2) The product is: [CH3:17][C:10]1[C:11]([CH3:16])=[C:12]([S:19][CH3:18])[CH:14]=[CH:15][C:9]=1[Br:8]. Given the reactants N(OC(C)(C)C)=O.[Br:8][C:9]1[CH:15]=[CH:14][C:12](N)=[C:11]([CH3:16])[C:10]=1[CH3:17].[CH3:18][S:19]SC, predict the reaction product. (3) Given the reactants [CH3:1][O:2][C:3]1[CH:8]=[C:7]([NH2:9])[CH:6]=[C:5]([O:10][CH3:11])[C:4]=1[C:12]1[CH:17]=[CH:16][CH:15]=[CH:14][CH:13]=1.CCO[C:21]([CH3:23])=[O:22].C(Cl)Cl.C(#N)[C:28]1[CH:35]=[CH:34]C=[C:30](C#N)[CH:29]=1, predict the reaction product. The product is: [NH2:9][C:7]1[CH:6]=[C:5]([O:10][CH3:11])[C:4]([C:12]2[CH:17]=[CH:16][CH:15]=[CH:14][CH:13]=2)=[C:3]([O:2][CH3:1])[C:8]=1[C:21]([C:23]1[CH:34]=[CH:35][CH:28]=[CH:29][CH:30]=1)=[O:22]. (4) Given the reactants C[Zn]C.Cl[C:5]1[CH:10]=[C:9]([C:11]#[C:12][C:13]2[CH:14]=[N:15][N:16]3[C:21]([C:22]([F:25])([F:24])[F:23])=[CH:20][C:19]([C:26]4[CH:31]=[CH:30][C:29]([C:32]([F:35])([F:34])[F:33])=[CH:28][CH:27]=4)=[N:18][C:17]=23)[CH:8]=[CH:7][N:6]=1.[CH3:36]COC(C)=O, predict the reaction product. The product is: [CH3:36][C:5]1[CH:10]=[C:9]([C:11]#[C:12][C:13]2[CH:14]=[N:15][N:16]3[C:21]([C:22]([F:25])([F:24])[F:23])=[CH:20][C:19]([C:26]4[CH:31]=[CH:30][C:29]([C:32]([F:35])([F:34])[F:33])=[CH:28][CH:27]=4)=[N:18][C:17]=23)[CH:8]=[CH:7][N:6]=1. (5) Given the reactants [CH2:1]([C:4]1[CH:18]=[CH:17][C:7]([O:8][CH2:9][C:10]([O:12][C:13]([CH3:16])([CH3:15])[CH3:14])=[O:11])=[CH:6][CH:5]=1)[CH2:2][CH3:3].[CH:19]1(C2C=CC(O)=CC=2)[CH2:24]CCC[CH2:20]1.BrCC(OC(C)(C)C)=O.C(=O)([O-])[O-].[K+].[K+], predict the reaction product. The product is: [CH:1]1([C:4]2[CH:18]=[CH:17][C:7]([O:8][CH2:9][C:10]([O:12][C:13]([CH3:16])([CH3:15])[CH3:14])=[O:11])=[CH:6][CH:5]=2)[CH2:24][CH2:19][CH2:20][CH2:3][CH2:2]1.